From a dataset of Reaction yield outcomes from USPTO patents with 853,638 reactions. Predict the reaction yield, written as a fraction of the theoretical maximum amount of product (1.0 means a 100% yield; for example, 0.34 means a 34% yield). (1) The reactants are [N:1]([CH2:4][CH2:5][O:6][CH2:7][CH2:8][O:9][CH2:10][CH2:11][O:12][CH2:13][CH2:14][O:15][CH2:16][CH2:17][O:18][CH2:19][CH2:20][N:21]=[N+]=[N-])=[N+:2]=[N-:3].C1(P(C2C=CC=CC=2)C2C=CC=CC=2)C=CC=CC=1. The catalyst is Cl.CCOCC. The product is [N:1]([CH2:4][CH2:5][O:6][CH2:7][CH2:8][O:9][CH2:10][CH2:11][O:12][CH2:13][CH2:14][O:15][CH2:16][CH2:17][O:18][CH2:19][CH2:20][NH2:21])=[N+:2]=[N-:3]. The yield is 0.950. (2) The reactants are Cl.[NH2:2][C:3]([NH2:5])=[NH:4].[Cl:6][C:7]1[CH:16]=[C:15]([Cl:17])[CH:14]=[CH:13][C:8]=1[C:9](=O)[CH2:10]Br. No catalyst specified. The product is [Cl:6][C:7]1[CH:16]=[C:15]([Cl:17])[CH:14]=[CH:13][C:8]=1[C:9]1[N:4]=[C:3]([NH2:5])[NH:2][CH:10]=1. The yield is 0.110. (3) The reactants are [C:1]([O:5][C:6]([NH:8][C@@H:9]([CH2:12][C:13]1[CH:18]=[CH:17][CH:16]=[CH:15][CH:14]=1)[CH2:10][NH2:11])=[O:7])([CH3:4])([CH3:3])[CH3:2]. The catalyst is C(O)(C)C. The product is [C:1]([O:5][C:6]([NH:8][C@@H:9]([CH2:12][C:13]1[CH:14]=[CH:15][CH:16]=[CH:17][CH:18]=1)[CH2:10][NH:11][CH2:10][C@@H:9]([NH:8][C:6]([O:5][C:1]([CH3:2])([CH3:4])[CH3:3])=[O:7])[CH2:12][C:13]1[CH:18]=[CH:17][CH:16]=[CH:15][CH:14]=1)=[O:7])([CH3:4])([CH3:2])[CH3:3]. The yield is 0.420. (4) The reactants are [Cl:1][C:2]1[CH:11]=[C:10]([CH3:12])[C:9]2[CH:8]=[C:7]3[O:13][C:14]([CH3:25])([CH3:24])[C@H:15]([OH:23])[C@@H:16]([NH:17][CH2:18][CH2:19][CH2:20][CH2:21][CH3:22])[C:6]3=[CH:5][C:4]=2[N:3]=1. The catalyst is CCOCC.Cl. The product is [ClH:1].[Cl:1][C:2]1[CH:11]=[C:10]([CH3:12])[C:9]2[CH:8]=[C:7]3[O:13][C:14]([CH3:24])([CH3:25])[C@H:15]([OH:23])[C@@H:16]([NH:17][CH2:18][CH2:19][CH2:20][CH2:21][CH3:22])[C:6]3=[CH:5][C:4]=2[N:3]=1. The yield is 0.880.